Dataset: Catalyst prediction with 721,799 reactions and 888 catalyst types from USPTO. Task: Predict which catalyst facilitates the given reaction. (1) Reactant: [Cl:1][C:2]1[CH:3]=[C:4]([C:19](O)=[O:20])[C:5](=[O:18])[NH:6][C:7]=1[C:8]([F:17])([F:16])[C:9]([F:15])([F:14])[C:10]([F:13])([F:12])[F:11].C1N=CN(C(N2C=NC=C2)=O)C=1.[CH2:34]([NH:36][CH2:37][CH3:38])[CH3:35]. Product: [Cl:1][C:2]1[CH:3]=[C:4]([C:19]([N:36]([CH2:37][CH3:38])[CH2:34][CH3:35])=[O:20])[C:5](=[O:18])[NH:6][C:7]=1[C:8]([F:16])([F:17])[C:9]([F:15])([F:14])[C:10]([F:13])([F:12])[F:11]. The catalyst class is: 7. (2) Product: [Cl:12][C:13]1[C:18]([C:19]#[N:20])=[C:17]([N:8]2[C:9]3[C:5](=[CH:4][C:3]([S:2][CH3:1])=[CH:11][CH:10]=3)[CH2:6][CH2:7]2)[N:16]=[CH:15][N:14]=1. Reactant: [CH3:1][S:2][C:3]1[CH:4]=[C:5]2[C:9](=[CH:10][CH:11]=1)[NH:8][CH2:7][CH2:6]2.[Cl:12][C:13]1[C:18]([C:19]#[N:20])=[C:17](Cl)[N:16]=[CH:15][N:14]=1.C(N(C(C)C)CC)(C)C. The catalyst class is: 10. (3) Reactant: [NH2:1][C:2]([NH2:4])=[S:3].[CH2:5]([O:7][C:8]([CH:10]1[CH2:15][CH2:14][C:13](=O)[CH:12](Br)[CH2:11]1)=[O:9])[CH3:6]. Product: [CH2:5]([O:7][C:8]([CH:10]1[CH2:15][CH2:14][C:13]2[N:1]=[C:2]([NH2:4])[S:3][C:12]=2[CH2:11]1)=[O:9])[CH3:6]. The catalyst class is: 8. (4) Reactant: [CH3:1][N:2]1[C:10]2[C:5](=[C:6]([C:11]3[CH:16]=[CH:15][C:14]([OH:17])=[CH:13][CH:12]=3)[CH:7]=[CH:8][CH:9]=2)[C:4]([CH3:18])=[C:3]1[C:19]1[CH:24]=[CH:23][CH:22]=[CH:21][CH:20]=1.C([O-])([O-])=O.[K+].[K+].Br[CH2:32][C:33]([O:35][CH3:36])=[O:34]. Product: [CH3:36][O:35][C:33](=[O:34])[CH2:32][O:17][C:14]1[CH:15]=[CH:16][C:11]([C:6]2[CH:7]=[CH:8][CH:9]=[C:10]3[C:5]=2[C:4]([CH3:18])=[C:3]([C:19]2[CH:24]=[CH:23][CH:22]=[CH:21][CH:20]=2)[N:2]3[CH3:1])=[CH:12][CH:13]=1. The catalyst class is: 21. (5) Product: [NH2:18][CH2:17][C:16]1[CH:19]=[CH:20][CH:21]=[CH:22][C:15]=1[CH2:14][O:13][C:9]1[CH:10]=[C:11]([CH3:12])[N:6]([CH2:5][C:4]2[CH:25]=[CH:26][C:27]([O:29][CH3:30])=[CH:28][C:3]=2[O:2][CH3:1])[C:7](=[O:24])[C:8]=1[CH3:23]. The catalyst class is: 1. Reactant: [CH3:1][O:2][C:3]1[CH:28]=[C:27]([O:29][CH3:30])[CH:26]=[CH:25][C:4]=1[CH2:5][N:6]1[C:11]([CH3:12])=[CH:10][C:9]([O:13][CH2:14][C:15]2[CH:22]=[CH:21][CH:20]=[CH:19][C:16]=2[C:17]#[N:18])=[C:8]([CH3:23])[C:7]1=[O:24].B.C1COCC1. (6) Reactant: N[C:2]1[CH:7]=[CH:6][C:5]([OH:8])=[CH:4][CH:3]=1.[C:9]([O:13][C:14]([O:16]C(OC(C)(C)C)=O)=O)([CH3:12])([CH3:11])[CH3:10].C([N:27](C(C)C)CC)(C)C. Product: [C:14]([C:2]1[CH:7]=[CH:6][C:5]([OH:8])=[C:4]([NH2:27])[CH:3]=1)([O:13][C:9]([CH3:12])([CH3:11])[CH3:10])=[O:16]. The catalyst class is: 1. (7) Reactant: [NH:1]1[CH2:6][CH2:5][NH:4][CH2:3][CH2:2]1.Cl[C:8]([OH:12])([OH:11])[CH2:9][CH3:10].[OH-].[Na+]. Product: [OH:11][CH:8]([OH:12])[CH2:9][CH2:10][N:1]1[CH2:6][CH2:5][NH:4][CH2:3][CH2:2]1. The catalyst class is: 5.